Dataset: Catalyst prediction with 721,799 reactions and 888 catalyst types from USPTO. Task: Predict which catalyst facilitates the given reaction. (1) Reactant: CO[C:3]([C:5]1[N:6]([N:12]([C:18](=[O:25])[CH2:19][C:20]([O:22][CH2:23][CH3:24])=[O:21])[CH2:13][CH2:14][CH:15]([CH3:17])[CH3:16])[CH:7]=[C:8]([C:10]#[N:11])[CH:9]=1)=[O:4].[O-]CC.[Na+]. Product: [CH2:23]([O:22][C:20]([C:19]1[C:18](=[O:25])[N:12]([CH2:13][CH2:14][CH:15]([CH3:16])[CH3:17])[N:6]2[CH:7]=[C:8]([C:10]#[N:11])[CH:9]=[C:5]2[C:3]=1[OH:4])=[O:21])[CH3:24]. The catalyst class is: 8. (2) Reactant: [CH:1]([N-]C(C)C)(C)[CH3:2].[Li+].[I:9][C:10]1[CH:15]=[CH:14][CH:13]=[CH:12][C:11]=1[CH2:16][C:17]([OH:19])=[O:18].ICC. Product: [I:9][C:10]1[CH:15]=[CH:14][CH:13]=[CH:12][C:11]=1[CH:16]([CH2:1][CH3:2])[C:17]([OH:19])=[O:18]. The catalyst class is: 1. (3) Product: [C:14]([C:18]1[CH:19]=[C:20]([C:26]2[CH:27]=[C:28]3[C:33](=[CH:34][CH:35]=2)[CH:32]=[C:31]([N:43]2[C:42](=[O:44])[C:41](=[CH2:1])[S:40][C:39]2=[S:38])[CH:30]=[CH:29]3)[CH:21]=[CH:22][C:23]=1[O:24][CH3:25])([CH3:17])([CH3:15])[CH3:16]. The catalyst class is: 15. Reactant: [C:1]1(C)C=CC=CC=1.N1CCCCC1.[C:14]([C:18]1[CH:19]=[C:20]([C:26]2[CH:27]=[C:28]3[C:33](=[CH:34][CH:35]=2)[CH:32]=[C:31](C=O)[CH:30]=[CH:29]3)[CH:21]=[CH:22][C:23]=1[O:24][CH3:25])([CH3:17])([CH3:16])[CH3:15].[S:38]=[C:39]1[NH:43][C:42](=[O:44])[CH2:41][S:40]1. (4) Reactant: [OH-].[K+].[C:3]([OH:11])(=[O:10])[C:4]1[CH:9]=[CH:8][CH:7]=[CH:6][CH:5]=1.CN(C=O)C.Cl[CH:18]([C:22](=[O:24])[CH3:23])[C:19](=[O:21])[CH3:20]. Product: [C:3]([O:11][CH:18]([C:22](=[O:24])[CH3:23])[C:19](=[O:21])[CH3:20])(=[O:10])[C:4]1[CH:9]=[CH:8][CH:7]=[CH:6][CH:5]=1. The catalyst class is: 6. (5) Reactant: [H-].[Na+].[F:3][C:4]([F:13])([F:12])[C:5]([C:7]1[NH:8][CH:9]=[CH:10][CH:11]=1)=[O:6].[CH2:14]([O:16][CH2:17][CH2:18]Br)[CH3:15]. Product: [CH2:14]([O:16][CH2:17][CH2:18][N:8]1[CH:9]=[CH:10][CH:11]=[C:7]1[C:5](=[O:6])[C:4]([F:3])([F:12])[F:13])[CH3:15]. The catalyst class is: 3.